From a dataset of Peptide-MHC class II binding affinity with 134,281 pairs from IEDB. Regression. Given a peptide amino acid sequence and an MHC pseudo amino acid sequence, predict their binding affinity value. This is MHC class II binding data. The peptide sequence is AAETAGTTVYGAFAA. The MHC is HLA-DQA10401-DQB10402 with pseudo-sequence HLA-DQA10401-DQB10402. The binding affinity (normalized) is 0.501.